Predict the reaction yield, written as a fraction of the theoretical maximum amount of product (1.0 means a 100% yield; for example, 0.34 means a 34% yield). From a dataset of Reaction yield outcomes from USPTO patents with 853,638 reactions. (1) The reactants are C[Si]([N-][Si](C)(C)C)(C)C.[K+].C1C[O:14]CC1.[CH2:16]([O:18][C:19](=[O:37])[CH2:20][C:21]1[C:22]([CH3:36])=[N:23][C:24]2[N:25]([N:28]=[C:29]([C:31]([O:33][CH2:34][CH3:35])=[O:32])[CH:30]=2)[C:26]=1[I:27])[CH3:17].C1(C2ON2S(C2C=CC=CC=2)(=O)=O)C=CC=CC=1. The catalyst is C1COCC1. The product is [CH2:16]([O:18][C:19](=[O:37])[CH:20]([C:21]1[C:22]([CH3:36])=[N:23][C:24]2[N:25]([N:28]=[C:29]([C:31]([O:33][CH2:34][CH3:35])=[O:32])[CH:30]=2)[C:26]=1[I:27])[OH:14])[CH3:17]. The yield is 0.622. (2) The reactants are [OH:1][CH2:2][C@H:3]1[O:11][C@H:10]2[C@H:6]([N:7]=[C:8]([NH:12][CH2:13][CH2:14][CH3:15])[S:9]2)[C@@H:5]([OH:16])[C@@H:4]1[OH:17].[CH3:18][C:19]([O:22][C:23](O[C:23]([O:22][C:19]([CH3:21])([CH3:20])[CH3:18])=[O:24])=[O:24])([CH3:21])[CH3:20]. The catalyst is CO. The product is [OH:17][C@@H:4]1[C@@H:3]([CH2:2][OH:1])[O:11][C@H:10]2[C@H:6]([N:7]=[C:8]([N:12]([CH2:13][CH2:14][CH3:15])[C:23](=[O:24])[O:22][C:19]([CH3:21])([CH3:20])[CH3:18])[S:9]2)[C@H:5]1[OH:16]. The yield is 0.460. (3) The yield is 0.700. The product is [C:12]([C:4]1[CH:3]=[C:2]([B:16]2[O:20][C:19]([CH3:22])([CH3:21])[C:18]([CH3:24])([CH3:23])[O:17]2)[CH:7]=[C:6]([C:8]([CH3:11])([CH3:10])[CH3:9])[CH:5]=1)([CH3:15])([CH3:14])[CH3:13]. The reactants are Br[C:2]1[CH:7]=[C:6]([C:8]([CH3:11])([CH3:10])[CH3:9])[CH:5]=[C:4]([C:12]([CH3:15])([CH3:14])[CH3:13])[CH:3]=1.[B:16]1([B:16]2[O:20][C:19]([CH3:22])([CH3:21])[C:18]([CH3:24])([CH3:23])[O:17]2)[O:20][C:19]([CH3:22])([CH3:21])[C:18]([CH3:24])([CH3:23])[O:17]1.C([O-])(=O)C.[K+].CN(C=O)C. The catalyst is C1C=CC(P(C2C=CC=CC=2)[C-]2C=CC=C2)=CC=1.C1C=CC(P(C2C=CC=CC=2)[C-]2C=CC=C2)=CC=1.Cl[Pd]Cl.[Fe+2].O. (4) The reactants are [F:1][C:2]([F:7])([F:6])[C:3]([OH:5])=[O:4].[C:8]1([C:14]2[CH:19]=[C:18]([CH:20]3[CH2:25][CH2:24][NH:23][CH2:22][CH2:21]3)[CH:17]=[CH:16][C:15]=2[NH:26][C:27]([C:29]2[NH:30][CH:31]=[C:32]([C:34]#[N:35])[N:33]=2)=[O:28])[CH2:13][CH2:12][CH2:11][CH2:10][CH:9]=1.CCN(CC)CC.[C:43](#[N:46])[CH:44]=[CH2:45].CO. The catalyst is ClCCCl. The product is [F:1][C:2]([F:7])([F:6])[C:3]([OH:5])=[O:4].[C:43]([CH2:44][CH2:45][N:23]1[CH2:22][CH2:21][CH:20]([C:18]2[CH:17]=[CH:16][C:15]([NH:26][C:27]([C:29]3[NH:30][CH:31]=[C:32]([C:34]#[N:35])[N:33]=3)=[O:28])=[C:14]([C:8]3[CH2:13][CH2:12][CH2:11][CH2:10][CH:9]=3)[CH:19]=2)[CH2:25][CH2:24]1)#[N:46]. The yield is 0.950. (5) The reactants are CO[C:3]([C@H:5]1[C@H:10]([CH3:11])[O:9][C@@H:8]([CH3:12])[CH2:7][N:6]1[S:13][C:14]1[CH:19]=[CH:18][C:17]([O:20][CH2:21][C:22]2[CH:27]=[CH:26][CH:25]=[CH:24][C:23]=2[CH3:28])=[CH:16][CH:15]=1)=[O:4].O.[OH-].[Li+].Cl.[Cl-].[Na+].Cl.C([NH:39]O)C=C.[OH:41][C:42]1C2N=NNC=2C=[CH:44][CH:43]=1.C(N(C(C)C)CC)(C)C.CN(C)CCCN=C=NCC. The catalyst is O.O1CCCC1.CO.ClCCl.C(OCC)(=O)C. The product is [CH2:42]([O:41][NH:39][C:3]([C@H:5]1[C@H:10]([CH3:11])[O:9][C@@H:8]([CH3:12])[CH2:7][N:6]1[S:13][C:14]1[CH:15]=[CH:16][C:17]([O:20][CH2:21][C:22]2[CH:27]=[CH:26][CH:25]=[CH:24][C:23]=2[CH3:28])=[CH:18][CH:19]=1)=[O:4])[CH:43]=[CH2:44]. The yield is 0.500. (6) The reactants are [Cl:1][C:2]1[C:3]([NH:9][NH2:10])=[N:4][CH:5]=[CH:6][C:7]=1[I:8].CCN(CC)CC.[CH:18]1([CH2:21][C:22](Cl)=[O:23])[CH2:20][CH2:19]1.C([O-])(O)=O.[Na+]. The catalyst is C(Cl)Cl. The product is [Cl:1][C:2]1[C:3]([NH:9][NH:10][C:22](=[O:23])[CH2:21][CH:18]2[CH2:20][CH2:19]2)=[N:4][CH:5]=[CH:6][C:7]=1[I:8]. The yield is 0.990.